Task: Predict the reaction yield, written as a fraction of the theoretical maximum amount of product (1.0 means a 100% yield; for example, 0.34 means a 34% yield).. Dataset: Reaction yield outcomes from USPTO patents with 853,638 reactions (1) The reactants are [Cl:1][C:2]1[N:7]=[C:6]([C:8]([O:10][CH3:11])=[O:9])[CH:5]=[C:4](Cl)[N:3]=1.O.[NH2:14][NH2:15]. No catalyst specified. The product is [Cl:1][C:2]1[N:7]=[C:6]([C:8]([O:10][CH3:11])=[O:9])[CH:5]=[C:4]([NH:14][NH2:15])[N:3]=1. The yield is 0.770. (2) The reactants are [OH:1][CH:2]([CH2:5][OH:6])[CH:3]=[CH2:4].[H-].[Na+].[CH2:9](Br)[C:10]1[CH:15]=[CH:14][CH:13]=[CH:12][CH:11]=1. The catalyst is O1CCCC1.[I-].C([N+](CCCC)(CCCC)CCCC)CCC. The product is [CH2:9]([O:6][CH2:5][CH:2]([OH:1])[CH:3]=[CH2:4])[C:10]1[CH:15]=[CH:14][CH:13]=[CH:12][CH:11]=1. The yield is 0.550. (3) The reactants are Cl.[CH:2]([N:5]1[C:9]([C:10]2[N:19]=[C:18]3[N:12]([CH2:13][CH2:14][O:15][C:16]4[CH:23]=[C:22]([CH:24]5[CH2:29][CH2:28][NH:27][CH2:26][CH2:25]5)[CH:21]=[CH:20][C:17]=43)[CH:11]=2)=[N:8][CH:7]=[N:6]1)([CH3:4])[CH3:3].BrC1C=CC2C3N(CCOC=2C=1)C=C(C1N(C(C)C)N=CN=1)N=3.B1(C2CCN([C:68]([O:70][C:71]([CH3:74])([CH3:73])[CH3:72])=[O:69])CC=2)OC(C)(C)C(C)(C)O1.C(=O)([O-])[O-].[K+].[K+].C(Cl)Cl. The catalyst is CN(C=O)C. The product is [C:71]([O:70][C:68]([N:27]1[CH2:28][CH:29]=[C:24]([C:22]2[CH:21]=[CH:20][C:17]3[C:18]4[N:12]([CH2:13][CH2:14][O:15][C:16]=3[CH:23]=2)[CH:11]=[C:10]([C:9]2[N:5]([CH:2]([CH3:4])[CH3:3])[N:6]=[CH:7][N:8]=2)[N:19]=4)[CH2:25][CH2:26]1)=[O:69])([CH3:74])([CH3:73])[CH3:72]. The yield is 0.960.